Dataset: Forward reaction prediction with 1.9M reactions from USPTO patents (1976-2016). Task: Predict the product of the given reaction. (1) Given the reactants [C:1]([C:3]1[CH:18]=[C:17]([CH3:19])[C:6]([O:7][CH2:8][C@@H:9]([OH:16])[CH2:10][NH:11][C:12](=[O:15])[CH2:13][OH:14])=[C:5]([CH2:20][CH3:21])[CH:4]=1)#[N:2].Cl.[NH2:23][OH:24].C([O-])(O)=O.[Na+], predict the reaction product. The product is: [CH2:20]([C:5]1[CH:4]=[C:3]([C:1](=[NH:2])[NH:23][OH:24])[CH:18]=[C:17]([CH3:19])[C:6]=1[O:7][CH2:8][C@@H:9]([OH:16])[CH2:10][NH:11][C:12](=[O:15])[CH2:13][OH:14])[CH3:21]. (2) The product is: [F:41][C:11]1[CH:10]=[C:9]([C:4]2[C:3]([C:1]#[N:2])=[CH:8][CH:7]=[CH:6][CH:5]=2)[CH:14]=[CH:13][C:12]=1[CH2:15][C:16]1[C:21](=[O:22])[N:20]([C:23]2[CH:36]=[CH:35][C:26]([O:27][C:28]([CH3:33])([CH3:34])[CH2:29][OH:30])=[CH:25][CH:24]=2)[C:19]([CH3:37])=[N:18][C:17]=1[CH2:38][CH2:39][CH3:40]. Given the reactants [C:1]([C:3]1[CH:8]=[CH:7][CH:6]=[CH:5][C:4]=1[C:9]1[CH:14]=[CH:13][C:12]([CH2:15][C:16]2[C:21](=[O:22])[N:20]([C:23]3[CH:36]=[CH:35][C:26]([O:27][C:28]([CH3:34])([CH3:33])[C:29](OC)=[O:30])=[CH:25][CH:24]=3)[C:19]([CH3:37])=[N:18][C:17]=2[CH2:38][CH2:39][CH3:40])=[C:11]([F:41])[CH:10]=1)#[N:2].[BH4-].[Li+].C(OCC)(=O)C.O, predict the reaction product. (3) Given the reactants [NH2:1][C:2]1[CH:3]=[C:4]2[C:8](=[CH:9][C:10]=1[N+:11]([O-])=O)[CH2:7][C:6]1([C:17](=[O:18])[NH:16][C:15](=[O:19])[N:14]1[CH3:20])[CH2:5]2, predict the reaction product. The product is: [NH2:1][C:2]1[CH:3]=[C:4]2[C:8](=[CH:9][C:10]=1[NH2:11])[CH2:7][C:6]1([C:17](=[O:18])[NH:16][C:15](=[O:19])[N:14]1[CH3:20])[CH2:5]2. (4) Given the reactants [CH3:1][C:2]([C:4]1[CH:5]=[CH:6][CH:7]=[C:8]([OH:10])[CH:9]=1)=[O:3].[C:11](OC=C)(=O)[CH3:12].C(=O)([O-])[O-].[Na+].[Na+], predict the reaction product. The product is: [CH:11]([O:10][C:8]1[CH:9]=[C:4]([C:2](=[O:3])[CH3:1])[CH:5]=[CH:6][CH:7]=1)=[CH2:12]. (5) Given the reactants [F:1][C:2]1[CH:7]=[CH:6][C:5]([CH3:8])=[CH:4][C:3]=1B(O)O.C([O:15][C@@H:16]1[C@@H:29]([O:30]C(=O)C)[C@H:28]([O:34]C(=O)C)[CH2:27][S:26][C@H:17]1[O:18][C:19]1[CH:20]=[N:21][CH:22]=[C:23](Br)[CH:24]=1)(=O)C, predict the reaction product. The product is: [O:18]([C:19]1[CH:20]=[N:21][CH:22]=[C:23]([C:3]2[CH:4]=[C:5]([CH3:8])[CH:6]=[CH:7][C:2]=2[F:1])[CH:24]=1)[C@@H:17]1[S:26][CH2:27][C@@H:28]([OH:34])[C@H:29]([OH:30])[C@H:16]1[OH:15]. (6) Given the reactants [Br:1][C:2]1[CH:3]=[C:4]([NH2:16])[C:5]([NH:8][CH2:9][CH2:10][O:11][C:12]([F:15])([F:14])[F:13])=[CH:6][CH:7]=1.[C:17]([CH2:21][C:22](Cl)=[O:23])([CH3:20])([CH3:19])[CH3:18], predict the reaction product. The product is: [Br:1][C:2]1[CH:7]=[CH:6][C:5]([NH:8][CH2:9][CH2:10][O:11][C:12]([F:13])([F:15])[F:14])=[C:4]([NH:16][C:22](=[O:23])[CH2:21][C:17]([CH3:20])([CH3:19])[CH3:18])[CH:3]=1.